This data is from Full USPTO retrosynthesis dataset with 1.9M reactions from patents (1976-2016). The task is: Predict the reactants needed to synthesize the given product. (1) The reactants are: Br[C:2]1[CH:3]=[N:4][C:5]([N:8]2[CH2:13][CH2:12][CH2:11][C@H:10]([CH2:14][N:15]3[C:19]4=[N:20][C:21]([C:24]5[CH:25]=[N:26][N:27]([CH3:29])[CH:28]=5)=[CH:22][N:23]=[C:18]4[N:17]=[N:16]3)[CH2:9]2)=[N:6][CH:7]=1.C[N:31]1[CH2:36][CH2:35][N:34]([C:37]([C:39]2[CH:44]=[CH:43][C:42](B3OC(C)(C)C(C)(C)O3)=[CH:41][CH:40]=2)=O)[CH2:33][CH2:32]1.C([O-])([O-])=O.[K+].[K+].[O:60]1[CH2:65][CH2:64]OCC1. Given the product [CH3:29][N:27]1[CH:28]=[C:24]([C:21]2[N:20]=[C:19]3[N:15]([CH2:14][C@H:10]4[CH2:11][CH2:12][CH2:13][N:8]([C:5]5[N:4]=[CH:3][C:2]([C:42]6[CH:43]=[CH:44][C:39]([CH2:37][N:34]7[CH2:35][CH2:36][N:31]([C:65](=[O:60])[CH3:64])[CH2:32][CH2:33]7)=[CH:40][CH:41]=6)=[CH:7][N:6]=5)[CH2:9]4)[N:16]=[N:17][C:18]3=[N:23][CH:22]=2)[CH:25]=[N:26]1, predict the reactants needed to synthesize it. (2) Given the product [CH2:24]([O:17][C:16]1[CH:15]=[CH:14][S:13][C:12]=1[C:10]([NH:9][C:3]1([C:1]#[CH:2])[CH2:4][CH2:5][CH2:6][CH2:7][CH2:8]1)=[O:11])[C:25]1[CH:30]=[CH:29][CH:28]=[CH:27][CH:26]=1, predict the reactants needed to synthesize it. The reactants are: [C:1]([C:3]1([NH:9][C:10]([C:12]2[S:13][CH:14]=[CH:15][C:16]=2[OH:17])=[O:11])[CH2:8][CH2:7][CH2:6][CH2:5][CH2:4]1)#[CH:2].C([O-])([O-])=O.[Cs+].[Cs+].[CH2:24](Br)[C:25]1[CH:30]=[CH:29][CH:28]=[CH:27][CH:26]=1. (3) Given the product [CH3:2][O:3][C:4](=[O:26])[CH:5]([O:23][CH2:24][CH3:25])[CH2:6][C:7]1[CH:12]=[CH:11][C:10]([CH2:46][CH2:45][N:41]([CH2:42][CH2:44][CH2:4][CH2:5][CH2:6][CH2:7][CH3:8])[C:36]([NH:35][C:29]2[CH:30]=[CH:31][C:32]([F:34])=[CH:33][C:28]=2[F:27])=[O:37])=[CH:9][CH:8]=1, predict the reactants needed to synthesize it. The reactants are: Cl.[CH3:2][O:3][C:4](=[O:26])[CH:5]([O:23][CH2:24][CH3:25])[CH2:6][C:7]1[CH:12]=[CH:11][CH:10]=[C:9](CCNCCCCCCC)[CH:8]=1.[F:27][C:28]1[CH:33]=[C:32]([F:34])[CH:31]=[CH:30][C:29]=1[N:35]=[C:36]=[O:37].C([N:41]([CH2:45][CH3:46])[CH:42]([CH3:44])C)(C)C.Cl. (4) Given the product [Cl:18][C:15]1[CH:16]=[CH:17][C:12]([CH2:11][N:10]2[C:9]3[C:8](=[O:19])[N:7]([CH2:20][CH2:21][CH2:22][O:23][CH:24]4[CH2:29][CH2:28][CH2:27][CH2:26][O:25]4)[C:6](=[O:30])[N:5]([CH3:31])[C:4]=3[N:3]=[C:2]2[O:39][C:36]2[CH:37]=[N:38][C:33]([CH3:32])=[CH:34][CH:35]=2)=[CH:13][CH:14]=1, predict the reactants needed to synthesize it. The reactants are: Br[C:2]1[N:10]([CH2:11][C:12]2[CH:17]=[CH:16][C:15]([Cl:18])=[CH:14][CH:13]=2)[C:9]2[C:8](=[O:19])[N:7]([CH2:20][CH2:21][CH2:22][O:23][CH:24]3[CH2:29][CH2:28][CH2:27][CH2:26][O:25]3)[C:6](=[O:30])[N:5]([CH3:31])[C:4]=2[N:3]=1.[CH3:32][C:33]1[N:38]=[CH:37][C:36]([OH:39])=[CH:35][CH:34]=1.C(=O)([O-])[O-].[K+].[K+]. (5) Given the product [Br:47][C:48]1[CH:66]=[N:65][C:51]2[O:52][C:53]([CH3:63])([CH3:64])[C:54](=[O:62])[N:55]([CH:56]3[CH2:57][CH2:58][N:59]([C:36]([C:33]4[CH:34]=[CH:35][C:30]([C:25]5[CH:26]=[CH:27][CH:28]=[CH:29][C:24]=5[O:23][C@H:21]([CH3:22])[CH2:20][CH2:19][OH:18])=[CH:31][C:32]=4[F:39])=[O:38])[CH2:60][CH2:61]3)[C:50]=2[CH:49]=1, predict the reactants needed to synthesize it. The reactants are: [Si]([O:18][CH2:19][CH2:20][C@H:21]([O:23][C:24]1[CH:29]=[CH:28][CH:27]=[CH:26][C:25]=1[C:30]1[CH:35]=[CH:34][C:33]([C:36]([OH:38])=O)=[C:32]([F:39])[CH:31]=1)[CH3:22])(C(C)(C)C)(C1C=CC=CC=1)C1C=CC=CC=1.FC(F)(F)C(O)=O.[Br:47][C:48]1[CH:66]=[N:65][C:51]2[O:52][C:53]([CH3:64])([CH3:63])[C:54](=[O:62])[N:55]([CH:56]3[CH2:61][CH2:60][NH:59][CH2:58][CH2:57]3)[C:50]=2[CH:49]=1. (6) Given the product [C:26]([C:30]1[CH:38]=[CH:37][C:33]([C:6]([NH:7][CH2:8][C:9]2[CH:14]=[CH:13][C:12]([C:15]3[C:16]4[CH:23]=[CH:22][NH:21][C:17]=4[N:18]=[CH:19][N:20]=3)=[CH:11][C:10]=2[F:24])=[O:25])=[CH:32][CH:31]=1)([CH3:29])([CH3:28])[CH3:27], predict the reactants needed to synthesize it. The reactants are: C(O[C:6](=[O:25])[NH:7][CH2:8][C:9]1[CH:14]=[CH:13][C:12]([C:15]2[C:16]3[CH:23]=[CH:22][NH:21][C:17]=3[N:18]=[CH:19][N:20]=2)=[CH:11][C:10]=1[F:24])(C)(C)C.[C:26]([C:30]1[CH:38]=[CH:37][C:33](C(O)=O)=[CH:32][CH:31]=1)([CH3:29])([CH3:28])[CH3:27].CCN(C(C)C)C(C)C.CN(C(ON1N=NC2C=CC=NC1=2)=[N+](C)C)C.F[P-](F)(F)(F)(F)F.